From a dataset of Full USPTO retrosynthesis dataset with 1.9M reactions from patents (1976-2016). Predict the reactants needed to synthesize the given product. (1) Given the product [CH3:1][O:2][C:3]1[C:11]2[NH:10][C:9]([C:12]3[S:13][CH:14]=[CH:15][CH:16]=3)=[N:8][C:7]=2[C:6]([C:17]([NH:27][CH:23]2[CH2:24][CH2:25][CH2:26][N:21]([CH3:20])[CH2:22]2)=[O:19])=[CH:5][CH:4]=1, predict the reactants needed to synthesize it. The reactants are: [CH3:1][O:2][C:3]1[C:11]2[N:10]=[C:9]([C:12]3[S:13][CH:14]=[CH:15][CH:16]=3)[NH:8][C:7]=2[C:6]([C:17]([OH:19])=O)=[CH:5][CH:4]=1.[CH3:20][N:21]1[CH2:26][CH2:25][CH2:24][CH:23]([NH2:27])[CH2:22]1. (2) The reactants are: O.C1(C)C=CC(S(O)(=O)=O)=CC=1.COC1C=C(OC)C=CC=1C[NH:18][C:19](=[O:46])[C:20]1[CH:25]=[CH:24][C:23]([C:26]2[N:30]=[C:29]([C:31]3[CH:36]=[CH:35][C:34]([C:37]4[CH:42]=[CH:41][CH:40]=[CH:39][C:38]=4[CH3:43])=[C:33]([CH3:44])[CH:32]=3)[O:28][N:27]=2)=[CH:22][C:21]=1[F:45]. Given the product [CH3:44][C:33]1[CH:32]=[C:31]([C:29]2[O:28][N:27]=[C:26]([C:23]3[CH:24]=[CH:25][C:20]([C:19]([NH2:18])=[O:46])=[C:21]([F:45])[CH:22]=3)[N:30]=2)[CH:36]=[CH:35][C:34]=1[C:37]1[CH:42]=[CH:41][CH:40]=[CH:39][C:38]=1[CH3:43], predict the reactants needed to synthesize it. (3) Given the product [CH3:20][N:21]([CH3:22])[CH2:17][C:11]1([C:2]2[CH:3]=[CH:4][C:5]3[C:10](=[CH:9][CH:8]=[CH:7][CH:6]=3)[CH:1]=2)[CH2:16][CH2:15][CH2:14][CH2:13][CH2:12]1, predict the reactants needed to synthesize it. The reactants are: [CH:1]1[C:10]2[C:5](=[CH:6][CH:7]=[CH:8][CH:9]=2)[CH:4]=[CH:3][C:2]=1[C:11]1([C:17](O)=O)[CH2:16][CH2:15][CH2:14][CH2:13][CH2:12]1.[CH3:20][NH:21][CH3:22]. (4) Given the product [O:34]=[C:18]1[N:19]([C:20]2[CH:25]=[CH:24][C:23]([O:26][CH2:27][C:28]3[CH:29]=[CH:30][CH:31]=[CH:32][CH:33]=3)=[CH:22][CH:21]=2)[CH2:7][CH2:8][N:9]([C:10]([O:11][C:12]([CH3:15])([CH3:13])[CH3:14])=[O:16])[CH2:17]1, predict the reactants needed to synthesize it. The reactants are: CS(Cl)(=O)=O.O[CH2:7][CH2:8][N:9]([CH2:17][C:18](=[O:34])[NH:19][C:20]1[CH:25]=[CH:24][C:23]([O:26][CH2:27][C:28]2[CH:33]=[CH:32][CH:31]=[CH:30][CH:29]=2)=[CH:22][CH:21]=1)[C:10](=[O:16])[O:11][C:12]([CH3:15])([CH3:14])[CH3:13].